Predict the reaction yield, written as a fraction of the theoretical maximum amount of product (1.0 means a 100% yield; for example, 0.34 means a 34% yield). From a dataset of Reaction yield outcomes from USPTO patents with 853,638 reactions. (1) The reactants are Cl[CH:2]([CH3:17])[C:3]([C:5]1[C:6]([CH:14]([CH3:16])[CH3:15])=[N:7][N:8]2[CH:13]=[CH:12][CH:11]=[CH:10][C:9]=12)=[O:4].[C:18]([O-:21])(=[S:20])[CH3:19].[K+].CCOC(C)=O.O. The catalyst is CN(C=O)C. The product is [C:18](=[O:21])([S:20][CH:2]([CH3:17])[C:3]([C:5]1[C:6]([CH:14]([CH3:16])[CH3:15])=[N:7][N:8]2[CH:13]=[CH:12][CH:11]=[CH:10][C:9]=12)=[O:4])[CH3:19]. The yield is 0.550. (2) The reactants are [O:1]1[CH:5]=[CH:4][CH:3]=[C:2]1[C:6](Cl)=[O:7].[F:9][C:10]1[CH:11]=[C:12]2[C:17](=[CH:18][CH:19]=1)[N:16]([CH2:20][C:21]1[CH:26]=[CH:25][C:24]([F:27])=[CH:23][CH:22]=1)[C:15](=[O:28])[C:14]([C:29]#[N:30])=[C:13]2[N:31]1[CH2:36][CH2:35][NH:34][CH2:33][CH2:32]1. The catalyst is N1C=CC=CC=1. The product is [F:9][C:10]1[CH:11]=[C:12]2[C:17](=[CH:18][CH:19]=1)[N:16]([CH2:20][C:21]1[CH:22]=[CH:23][C:24]([F:27])=[CH:25][CH:26]=1)[C:15](=[O:28])[C:14]([C:29]#[N:30])=[C:13]2[N:31]1[CH2:36][CH2:35][N:34]([C:6]([C:2]2[O:1][CH:5]=[CH:4][CH:3]=2)=[O:7])[CH2:33][CH2:32]1. The yield is 0.850. (3) The reactants are [CH3:1][C:2]1[N:7]=[C:6]2[S:8][C:9]3[CH2:14][CH2:13][CH2:12][CH2:11][C:10]=3[C:5]2=[C:4]([C:15]2[CH:20]=[CH:19][C:18]([CH3:21])=[CH:17][CH:16]=2)[C:3]=1[CH:22]([CH2:27][C:28]#[CH:29])[C:23]([O:25]C)=[O:24].[OH-].[Na+]. The catalyst is CO. The product is [CH3:1][C:2]1[N:7]=[C:6]2[S:8][C:9]3[CH2:14][CH2:13][CH2:12][CH2:11][C:10]=3[C:5]2=[C:4]([C:15]2[CH:16]=[CH:17][C:18]([CH3:21])=[CH:19][CH:20]=2)[C:3]=1[CH:22]([CH2:27][C:28]#[CH:29])[C:23]([OH:25])=[O:24]. The yield is 0.0200. (4) The reactants are [F:1][C:2]1[CH:38]=[CH:37][CH:36]=[C:35]([F:39])[C:3]=1[CH2:4][O:5][C:6]1[C:7]2[N:8]([C:13]([C:17]([NH:19][NH:20][C:21](=O)[CH2:22][C:23]([NH:26][C:27](=[O:33])[O:28][C:29]([CH3:32])([CH3:31])[CH3:30])([CH3:25])[CH3:24])=[O:18])=[C:14]([CH3:16])[N:15]=2)[CH:9]=[C:10]([CH3:12])[CH:11]=1. The catalyst is C1COCC1. The product is [C:29]([O:28][C:27](=[O:33])[NH:26][C:23]([CH3:25])([CH3:24])[CH2:22][C:21]1[O:18][C:17]([C:13]2[N:8]3[CH:9]=[C:10]([CH3:12])[CH:11]=[C:6]([O:5][CH2:4][C:3]4[C:2]([F:1])=[CH:38][CH:37]=[CH:36][C:35]=4[F:39])[C:7]3=[N:15][C:14]=2[CH3:16])=[N:19][N:20]=1)([CH3:30])([CH3:31])[CH3:32]. The yield is 1.00. (5) The reactants are [Cl:1][C:2]1[N:3]=[C:4]2[C:9](=[CH:10][CH:11]=1)[N:8]=[CH:7][C:6]([C:12](=[O:14])[CH3:13])=[C:5]2[NH:15][CH:16]1[CH2:21][CH2:20][CH:19]([CH2:22][N:23]([CH3:25])[CH3:24])[CH2:18][CH2:17]1.CC1(C)C(C)(C)OB([C:34]2[CH:35]=[N:36][N:37](C(OC(C)(C)C)=O)[CH:38]=2)O1. No catalyst specified. The product is [ClH:1].[ClH:1].[ClH:1].[CH3:24][N:23]([CH2:22][C@H:19]1[CH2:20][CH2:21][C@H:16]([NH:15][C:5]2[C:4]3[C:9](=[CH:10][CH:11]=[C:2]([C:34]4[CH:35]=[N:36][NH:37][CH:38]=4)[N:3]=3)[N:8]=[CH:7][C:6]=2[C:12](=[O:14])[CH3:13])[CH2:17][CH2:18]1)[CH3:25]. The yield is 0.420. (6) The reactants are [C:1]([O:5][C:6]([C:8]([NH2:12])([OH:11])[CH2:9][CH3:10])=[O:7])([CH3:4])([CH3:3])[CH3:2].[OH:13][C:14]([CH:16]([C:18]1[CH:31]=[CH:30][CH:29]=[C:20]([C:21]([C:23]2[CH:28]=[CH:27][CH:26]=[CH:25][CH:24]=2)=[O:22])[CH:19]=1)[CH3:17])=[O:15].O. The catalyst is ClCCl.CN(C)C1C=CN=CC=1. The product is [C:6]([C:8]([NH2:12])([OH:11])[CH2:9][CH3:10])([O:5][C:1]([CH3:2])([CH3:4])[CH3:3])=[O:7].[OH:15][C:14]([CH:16]([C:18]1[CH:31]=[CH:30][CH:29]=[C:20]([C:21]([C:23]2[CH:24]=[CH:25][CH:26]=[CH:27][CH:28]=2)=[O:22])[CH:19]=1)[CH3:17])=[O:13]. The yield is 0.980.